This data is from Full USPTO retrosynthesis dataset with 1.9M reactions from patents (1976-2016). The task is: Predict the reactants needed to synthesize the given product. Given the product [CH:10]1([N:9]([CH2:8][CH:5]2[CH2:4][O:3][C:2]([CH3:15])([CH3:1])[O:7][CH2:6]2)[S:23]([C:20]2[CH:21]=[N:22][C:17]([NH:28][NH2:29])=[CH:18][CH:19]=2)(=[O:25])=[O:24])[CH2:14][CH2:13][CH2:12][CH2:11]1, predict the reactants needed to synthesize it. The reactants are: [CH3:1][C:2]1([CH3:15])[O:7][CH2:6][CH:5]([CH2:8][NH:9][CH:10]2[CH2:14][CH2:13][CH2:12][CH2:11]2)[CH2:4][O:3]1.Cl[C:17]1[N:22]=[CH:21][C:20]([S:23](Cl)(=[O:25])=[O:24])=[CH:19][CH:18]=1.O.[NH2:28][NH2:29].